This data is from Catalyst prediction with 721,799 reactions and 888 catalyst types from USPTO. The task is: Predict which catalyst facilitates the given reaction. (1) Reactant: O[CH2:2][CH:3]([NH:7][C:8](=[O:17])[O:9][CH2:10][C:11]1[CH:16]=[CH:15][CH:14]=[CH:13][CH:12]=1)[CH:4]([CH3:6])[CH3:5].C1(P([N:32]=[N+:33]=[N-:34])(C2C=CC=CC=2)=O)C=CC=CC=1.C1CCN2C(=NCCC2)CC1.C(OCC)(=O)C. Product: [N:32]([CH2:2][CH:3]([NH:7][C:8](=[O:17])[O:9][CH2:10][C:11]1[CH:16]=[CH:15][CH:14]=[CH:13][CH:12]=1)[CH:4]([CH3:6])[CH3:5])=[N+:33]=[N-:34]. The catalyst class is: 38. (2) Reactant: [F:1][CH2:2][CH:3]([O:6][C:7]1[C:25]([F:26])=[CH:24][C:23]([N+:27]([O-])=O)=[CH:22][C:8]=1[CH2:9][N:10](C)[C:11](=O)OCC1C=CC=CC=1)[CH2:4][F:5].[ClH:30]. Product: [ClH:30].[ClH:30].[F:5][CH2:4][CH:3]([O:6][C:7]1[C:8]([CH2:9][NH:10][CH3:11])=[CH:22][C:23]([NH2:27])=[CH:24][C:25]=1[F:26])[CH2:2][F:1]. The catalyst class is: 19. (3) Reactant: [OH-].[Na+].[C:3]([O:7][C:8]([NH:10][C@@:11]1([C:25]([O:27]C(C)(C)C)=[O:26])[CH2:16][C:15](=[O:17])[C@@H:14]2[C@H:12]1[C@H:13]2[C:18]([O:20]C(C)(C)C)=[O:19])=[O:9])([CH3:6])([CH3:5])[CH3:4]. The catalyst class is: 214. Product: [C:3]([O:7][C:8]([NH:10][C@@:11]1([C:25]([OH:27])=[O:26])[CH2:16][C:15](=[O:17])[C@@H:14]2[C@@H:12]1[C@H:13]2[C:18]([OH:20])=[O:19])=[O:9])([CH3:6])([CH3:4])[CH3:5]. (4) The catalyst class is: 3. Product: [CH:1]1([N:6]2[CH2:12][C:11]([CH3:13])([CH3:14])[C:10](=[O:15])[N:9]([CH3:16])[C:8]3[CH:17]=[N:18][C:19]([NH:21][C:22]4[CH:30]=[CH:29][C:25]([C:26]([NH:84][C@H:81]5[CH2:82][CH2:83][C@H:78]([N:74]6[CH2:75][CH2:76][O:49][CH2:72][CH2:73]6)[CH2:79][CH2:80]5)=[O:27])=[CH:24][C:23]=4[O:31][CH3:32])=[N:20][C:7]2=3)[CH2:5][CH2:4][CH2:3][CH2:2]1. Reactant: [CH:1]1([N:6]2[CH2:12][C:11]([CH3:14])([CH3:13])[C:10](=[O:15])[N:9]([CH3:16])[C:8]3[CH:17]=[N:18][C:19]([NH:21][C:22]4[CH:30]=[CH:29][C:25]([C:26](O)=[O:27])=[CH:24][C:23]=4[O:31][CH3:32])=[N:20][C:7]2=3)[CH2:5][CH2:4][CH2:3][CH2:2]1.CCN(C(C)C)C(C)C.CN(C([O:49]N1N=NC2C=CC=CC1=2)=[N+](C)C)C.[B-](F)(F)(F)F.C(N1C[CH2:76][CH2:75][N:74]([CH:78]2[CH2:83][CH2:82][CH:81]([NH2:84])[CH2:80][CH2:79]2)[CH2:73][CH2:72]1)C1C=CC=CC=1. (5) Reactant: [Cl:1][C:2]1[CH:24]=[C:23]([C:25]([F:28])([F:27])[F:26])[CH:22]=[CH:21][C:3]=1[CH2:4][N:5]1[C:9]([CH2:10][CH2:11][C:12](OCC)=[O:13])=[CH:8][C:7]([O:17][CH:18]([CH3:20])[CH3:19])=[N:6]1.[H-].C([Al+]CC(C)C)C(C)C.CO.[C@H](O)(C([O-])=O)[C@@H](O)C([O-])=O.[Na+].[K+]. Product: [Cl:1][C:2]1[CH:24]=[C:23]([C:25]([F:28])([F:26])[F:27])[CH:22]=[CH:21][C:3]=1[CH2:4][N:5]1[C:9]([CH2:10][CH2:11][CH2:12][OH:13])=[CH:8][C:7]([O:17][CH:18]([CH3:20])[CH3:19])=[N:6]1. The catalyst class is: 207.